This data is from Peptide-MHC class I binding affinity with 185,985 pairs from IEDB/IMGT. The task is: Regression. Given a peptide amino acid sequence and an MHC pseudo amino acid sequence, predict their binding affinity value. This is MHC class I binding data. (1) The peptide sequence is ATSTGNYNYK. The MHC is HLA-A03:01 with pseudo-sequence HLA-A03:01. The binding affinity (normalized) is 0.864. (2) The peptide sequence is YPWAIFHPH. The MHC is HLA-B15:01 with pseudo-sequence HLA-B15:01. The binding affinity (normalized) is 0.0847. (3) The peptide sequence is FLQISRVNDL. The MHC is HLA-A02:06 with pseudo-sequence HLA-A02:06. The binding affinity (normalized) is 0.412. (4) The peptide sequence is RISGVDRYY. The binding affinity (normalized) is 0.114. The MHC is HLA-B45:01 with pseudo-sequence HLA-B45:01. (5) The MHC is HLA-A02:17 with pseudo-sequence HLA-A02:17. The peptide sequence is YMPTVIEHL. The binding affinity (normalized) is 0.785. (6) The peptide sequence is VSDTTVLLH. The MHC is HLA-B57:01 with pseudo-sequence HLA-B57:01. The binding affinity (normalized) is 0.290. (7) The peptide sequence is NPSQQQPQEQV. The MHC is HLA-B35:01 with pseudo-sequence HLA-B35:01. The binding affinity (normalized) is 0.